From a dataset of Catalyst prediction with 721,799 reactions and 888 catalyst types from USPTO. Predict which catalyst facilitates the given reaction. (1) Reactant: [CH:1]1([NH:6][C:7]([NH:9][C:10]([C:26]2[CH:31]=[C:30]([C:32]([F:35])([F:34])[F:33])[CH:29]=[C:28]([F:36])[CH:27]=2)([C:18]2[CH:23]=[CH:22][CH:21]=[C:20]([O:24]C)[N:19]=2)[CH2:11][C:12]2[CH:17]=[CH:16][CH:15]=[CH:14][CH:13]=2)=[O:8])[CH2:5][CH2:4][CH2:3][CH2:2]1.[Si](I)(C)(C)C.CO. The catalyst class is: 22. Product: [CH:1]1([NH:6][C:7]([NH:9][C:10]([C:26]2[CH:31]=[C:30]([C:32]([F:35])([F:33])[F:34])[CH:29]=[C:28]([F:36])[CH:27]=2)([C:18]2[NH:19][C:20](=[O:24])[CH:21]=[CH:22][CH:23]=2)[CH2:11][C:12]2[CH:17]=[CH:16][CH:15]=[CH:14][CH:13]=2)=[O:8])[CH2:2][CH2:3][CH2:4][CH2:5]1. (2) Reactant: CO.[CH2:3]([N:10]1[CH2:15][CH2:14][CH:13]([CH3:16])[CH:12]([NH:17][CH3:18])[CH2:11]1)[C:4]1[CH:9]=[CH:8][CH:7]=[CH:6][CH:5]=1.[C:19]1([CH3:46])[C:20]([C:25]([C@@:27]([C:43]([OH:45])=[O:44])([OH:42])[C@@:28]([C:33]([C:35]2[C:36]([CH3:41])=[CH:37][CH:38]=[CH:39][CH:40]=2)=[O:34])([OH:32])[C:29]([OH:31])=[O:30])=[O:26])=[CH:21][CH:22]=[CH:23][CH:24]=1.[C:47]([C@@:55]([C:70]([OH:72])=[O:71])([OH:69])[C@@:56]([C:61](=[O:68])[C:62]1[CH:67]=[CH:66][CH:65]=[CH:64][CH:63]=1)([OH:60])[C:57]([OH:59])=[O:58])(=[O:54])[C:48]1[CH:53]=[CH:52][CH:51]=[CH:50][CH:49]=1. Product: [C:19]1([CH3:46])[C:20]([C:25]([C@@:27]([C:43]([OH:45])=[O:44])([OH:42])[C@@:28]([C:33]([C:35]2[C:36]([CH3:41])=[CH:37][CH:38]=[CH:39][CH:40]=2)=[O:34])([OH:32])[C:29]([OH:31])=[O:30])=[O:26])=[CH:21][CH:22]=[CH:23][CH:24]=1.[C:61]([C@@:56]([C:57]([OH:59])=[O:58])([OH:60])[C@@:55]([C:47](=[O:54])[C:48]1[CH:53]=[CH:52][CH:51]=[CH:50][CH:49]=1)([OH:69])[C:70]([OH:72])=[O:71])(=[O:68])[C:62]1[CH:67]=[CH:66][CH:65]=[CH:64][CH:63]=1.[CH2:3]([N:10]1[CH2:15][CH2:14][C@@H:13]([CH3:16])[C@@H:12]([NH:17][CH3:18])[CH2:11]1)[C:4]1[CH:5]=[CH:6][CH:7]=[CH:8][CH:9]=1. The catalyst class is: 6. (3) Reactant: O=C1C2C(=CC=CC=2)C(=O)[N:3]1[CH2:12][CH2:13][CH2:14][C:15]1[N:20]=[C:19]([NH:21][C:22]2[CH:23]=[C:24]([CH3:28])[CH:25]=[CH:26][CH:27]=2)[C:18]([C:29]([NH2:31])=[O:30])=[CH:17][N:16]=1.O.NN. Product: [NH2:3][CH2:12][CH2:13][CH2:14][C:15]1[N:20]=[C:19]([NH:21][C:22]2[CH:23]=[C:24]([CH3:28])[CH:25]=[CH:26][CH:27]=2)[C:18]([C:29]([NH2:31])=[O:30])=[CH:17][N:16]=1. The catalyst class is: 5. (4) Reactant: Cl[C:2]1[C:3]([C:16]2[CH:21]=[CH:20][C:19]([F:22])=[CH:18][CH:17]=2)=[N:4][C:5]2[C:10]([N:11]=1)=[CH:9][C:8]([C:12]([O:14][CH3:15])=[O:13])=[CH:7][CH:6]=2.[NH:23]1[CH2:27][CH2:26][CH2:25][CH2:24]1.CCN(C(C)C)C(C)C. Product: [F:22][C:19]1[CH:20]=[CH:21][C:16]([C:3]2[C:2]([N:23]3[CH2:27][CH2:26][CH2:25][CH2:24]3)=[N:11][C:10]3[C:5](=[CH:6][CH:7]=[C:8]([C:12]([O:14][CH3:15])=[O:13])[CH:9]=3)[N:4]=2)=[CH:17][CH:18]=1. The catalyst class is: 58. (5) Reactant: [N:1]1[C:6]2[NH:7][C:8]3[CH:18]=[N:17][CH:16]=[CH:15][C:9]=3/[C:10](=[N:13]/[OH:14])/[C:11](=O)[C:5]=2[CH:4]=[CH:3][CH:2]=1.[C:19]([O:23][C:24](=[O:34])[NH:25][C:26]1[CH:27]=[N:28][CH:29]=[CH:30][C:31]=1[CH:32]=O)([CH3:22])([CH3:21])[CH3:20].C([O-])(=O)C.[NH4+:39].C(O)(=O)C. Product: [OH:14][N:13]1[C:10]2[C:9]3[CH:15]=[CH:16][N:17]=[CH:18][C:8]=3[NH:7][C:6]3[N:1]=[CH:2][CH:3]=[CH:4][C:5]=3[C:11]=2[N:39]=[C:32]1[C:31]1[CH:30]=[CH:29][N:28]=[CH:27][C:26]=1[NH:25][C:24](=[O:34])[O:23][C:19]([CH3:22])([CH3:21])[CH3:20]. The catalyst class is: 84. (6) Reactant: C(NC(C)C)(C)C.C([Li])CCC.[O:13]1[C:17]2([CH2:22][CH2:21][CH:20]([C:23]([O:25][CH2:26][CH3:27])=[O:24])[CH2:19][CH2:18]2)[O:16][CH2:15][CH2:14]1.Cl[C:29]([O:31][CH2:32][CH3:33])=[O:30]. Product: [O:13]1[C:17]2([CH2:22][CH2:21][C:20]([C:29]([O:31][CH2:32][CH3:33])=[O:30])([C:23]([O:25][CH2:26][CH3:27])=[O:24])[CH2:19][CH2:18]2)[O:16][CH2:15][CH2:14]1. The catalyst class is: 7. (7) Reactant: [CH3:1][O:2][C:3]([C:5]1[S:9][C:8]2[CH:10]=[C:11]([Cl:14])[CH:12]=[CH:13][C:7]=2[C:6]=1[OH:15])=[O:4].C([O-])([O-])=O.[K+].[K+].[CH3:22][O:23][C:24](=[O:28])[CH:25](Br)[CH3:26]. Product: [CH3:1][O:2][C:3]([C:5]1[S:9][C:8]2[CH:10]=[C:11]([Cl:14])[CH:12]=[CH:13][C:7]=2[C:6]=1[O:15][CH:25]([C:24]([O:23][CH3:22])=[O:28])[CH3:26])=[O:4]. The catalyst class is: 3. (8) Reactant: [C:1]([C:3]1[CH:4]=[C:5]2[C:9](=[CH:10][CH:11]=1)[N:8]([CH:12]1[CH2:17][CH2:16][CH2:15][CH2:14][O:13]1)[N:7]=[C:6]2[C:18]1[CH:19]=[C:20]2[C:25](=[CH:26][CH:27]=1)[CH:24]=[C:23]([C:28](O)=[O:29])[CH:22]=[CH:21]2)#[N:2].C1C=CC2N(O)N=NC=2C=1.CCN=C=NCCCN(C)C.[NH2:52][CH2:53][CH2:54][N:55]1[CH2:59][CH2:58][CH2:57][CH2:56]1. Product: [N:55]1([CH2:54][CH2:53][NH:52][C:28]([C:23]2[CH:22]=[CH:21][C:20]3[C:25](=[CH:26][CH:27]=[C:18]([C:6]4[C:5]5[C:9](=[CH:10][CH:11]=[C:3]([C:1]#[N:2])[CH:4]=5)[N:8]([CH:12]5[CH2:17][CH2:16][CH2:15][CH2:14][O:13]5)[N:7]=4)[CH:19]=3)[CH:24]=2)=[O:29])[CH2:59][CH2:58][CH2:57][CH2:56]1. The catalyst class is: 18.